Dataset: NCI-60 drug combinations with 297,098 pairs across 59 cell lines. Task: Regression. Given two drug SMILES strings and cell line genomic features, predict the synergy score measuring deviation from expected non-interaction effect. (1) Drug 1: C1=NC2=C(N=C(N=C2N1C3C(C(C(O3)CO)O)F)Cl)N. Drug 2: C1CN(P(=O)(OC1)NCCCl)CCCl. Cell line: MOLT-4. Synergy scores: CSS=27.8, Synergy_ZIP=-2.29, Synergy_Bliss=-0.488, Synergy_Loewe=-61.0, Synergy_HSA=-0.471. (2) Drug 1: CC1=C(C(=CC=C1)Cl)NC(=O)C2=CN=C(S2)NC3=CC(=NC(=N3)C)N4CCN(CC4)CCO. Drug 2: C1=CN(C=N1)CC(O)(P(=O)(O)O)P(=O)(O)O. Cell line: OVCAR-4. Synergy scores: CSS=14.2, Synergy_ZIP=-4.16, Synergy_Bliss=2.25, Synergy_Loewe=-6.82, Synergy_HSA=2.17. (3) Drug 1: C1=CC=C(C=C1)NC(=O)CCCCCCC(=O)NO. Drug 2: COC1=C2C(=CC3=C1OC=C3)C=CC(=O)O2. Cell line: M14. Synergy scores: CSS=3.81, Synergy_ZIP=3.40, Synergy_Bliss=0.944, Synergy_Loewe=-17.2, Synergy_HSA=-7.91. (4) Synergy scores: CSS=2.70, Synergy_ZIP=1.62, Synergy_Bliss=2.35, Synergy_Loewe=3.17, Synergy_HSA=2.11. Drug 2: CC(C)(C#N)C1=CC(=CC(=C1)CN2C=NC=N2)C(C)(C)C#N. Cell line: UACC-257. Drug 1: C1CC(=O)NC(=O)C1N2CC3=C(C2=O)C=CC=C3N. (5) Drug 1: C1CCC(C1)C(CC#N)N2C=C(C=N2)C3=C4C=CNC4=NC=N3. Drug 2: CN(C)C1=NC(=NC(=N1)N(C)C)N(C)C. Cell line: KM12. Synergy scores: CSS=15.4, Synergy_ZIP=-6.36, Synergy_Bliss=-10.4, Synergy_Loewe=-7.77, Synergy_HSA=-7.23. (6) Drug 1: C1CCC(CC1)NC(=O)N(CCCl)N=O. Drug 2: CCN(CC)CCNC(=O)C1=C(NC(=C1C)C=C2C3=C(C=CC(=C3)F)NC2=O)C. Cell line: SNB-19. Synergy scores: CSS=42.9, Synergy_ZIP=3.99, Synergy_Bliss=5.01, Synergy_Loewe=4.96, Synergy_HSA=4.38.